Predict which catalyst facilitates the given reaction. From a dataset of Catalyst prediction with 721,799 reactions and 888 catalyst types from USPTO. (1) Reactant: [C:1]([C:5]1[CH:10]=[CH:9][C:8]([S:11]([NH:14][C:15]2[N:19]([CH2:20][CH2:21][O:22][Si](C(C)(C)C)(C)C)[N:18]=[C:17]([O:30][CH2:31][CH2:32][O:33][C:34]3[N:39]=[CH:38][C:37]([Cl:40])=[CH:36][N:35]=3)[C:16]=2[C:41]2[CH:46]=[CH:45][C:44]([CH3:47])=[CH:43][CH:42]=2)(=[O:13])=[O:12])=[CH:7][CH:6]=1)([CH3:4])([CH3:3])[CH3:2].[F-].C([N+](CCCC)(CCCC)CCCC)CCC.C(OCC)(=O)C.CCCCCC. Product: [C:1]([C:5]1[CH:6]=[CH:7][C:8]([S:11]([NH:14][C:15]2[N:19]([CH2:20][CH2:21][OH:22])[N:18]=[C:17]([O:30][CH2:31][CH2:32][O:33][C:34]3[N:39]=[CH:38][C:37]([Cl:40])=[CH:36][N:35]=3)[C:16]=2[C:41]2[CH:46]=[CH:45][C:44]([CH3:47])=[CH:43][CH:42]=2)(=[O:13])=[O:12])=[CH:9][CH:10]=1)([CH3:4])([CH3:3])[CH3:2]. The catalyst class is: 116. (2) Reactant: [OH:1][CH:2]1[CH2:5][CH:4]([C:6]([O:8][CH3:9])=[O:7])[CH2:3]1.[CH3:10][S:11](Cl)(=[O:13])=[O:12]. Product: [CH3:10][S:11]([O:1][CH:2]1[CH2:5][CH:4]([C:6]([O:8][CH3:9])=[O:7])[CH2:3]1)(=[O:13])=[O:12]. The catalyst class is: 1.